From a dataset of Full USPTO retrosynthesis dataset with 1.9M reactions from patents (1976-2016). Predict the reactants needed to synthesize the given product. (1) The reactants are: C(Cl)(=O)C(Cl)=O.[CH3:7][C:8]1[C:9]([C:13]2[CH:21]=[CH:20][C:16]([C:17]([OH:19])=O)=[CH:15][C:14]=2[C:22]([F:25])([F:24])[F:23])=[CH:10][S:11][CH:12]=1.O[N:27]=[C:28]([C:30]1[CH:35]=[CH:34][CH:33]=[CH:32][C:31]=1[O:36][C:37]([F:40])([F:39])[F:38])[NH2:29].CCN(C(C)C)C(C)C. Given the product [CH3:7][C:8]1[C:9]([C:13]2[CH:21]=[CH:20][C:16]([C:17]3[O:19][N:29]=[C:28]([C:30]4[CH:35]=[CH:34][CH:33]=[CH:32][C:31]=4[O:36][C:37]([F:38])([F:39])[F:40])[N:27]=3)=[CH:15][C:14]=2[C:22]([F:25])([F:24])[F:23])=[CH:10][S:11][CH:12]=1, predict the reactants needed to synthesize it. (2) Given the product [CH2:1]([NH:8][C:9]1[CH:14]=[C:13]([N:35]2[CH2:36][CH2:37][N:32]([C:24]([C:25]3[CH:26]=[CH:27][CH:28]=[CH:29][CH:30]=3)=[O:31])[CH2:33][CH2:34]2)[CH:12]=[CH:11][C:10]=1[S:16]([C:19]([F:22])([F:21])[F:20])(=[O:18])=[O:17])[C:2]1[CH:7]=[CH:6][CH:5]=[CH:4][CH:3]=1, predict the reactants needed to synthesize it. The reactants are: [CH2:1]([NH:8][C:9]1[CH:14]=[C:13](Br)[CH:12]=[CH:11][C:10]=1[S:16]([C:19]([F:22])([F:21])[F:20])(=[O:18])=[O:17])[C:2]1[CH:7]=[CH:6][CH:5]=[CH:4][CH:3]=1.Cl.[C:24]([N:32]1[CH2:37][CH2:36][NH:35][CH2:34][CH2:33]1)(=[O:31])[C:25]1[CH:30]=[CH:29][CH:28]=[CH:27][CH:26]=1.CC1C=CC(P(C2C=CC3C(=CC=CC=3)C=2C2C3C(=CC=CC=3)C=CC=2P(C2C=CC(C)=CC=2)C2C=CC(C)=CC=2)C2C=CC(C)=CC=2)=CC=1.C(=O)([O-])[O-].[Cs+].[Cs+]. (3) Given the product [CH3:1][O:2][CH2:3][CH:4]1[O:30][C:8]2[CH:9]=[C:10]3[C:15](=[CH:16][C:7]=2[O:6][CH:5]1[CH2:31][O:32][CH3:33])[N:14]=[CH:13][N:12]=[C:11]3[NH:17][C:18]1[CH:23]=[CH:22][CH:21]=[C:20]([C:24]#[CH:25])[CH:19]=1, predict the reactants needed to synthesize it. The reactants are: [CH3:1][O:2][CH2:3][CH:4]1[O:30][C:8]2[CH:9]=[C:10]3[C:15](=[CH:16][C:7]=2[O:6][CH:5]1[CH2:31][O:32][CH3:33])[N:14]=[CH:13][N:12]=[C:11]3[NH:17][C:18]1[CH:23]=[CH:22][CH:21]=[C:20]([C:24]#[C:25][Si](C)(C)C)[CH:19]=1.C(=O)([O-])[O-].[K+].[K+].O. (4) Given the product [CH:8]1[C:16]2[C:15]3[CH:17]=[CH:18][CH:19]=[CH:20][C:14]=3[O:13][C:12]=2[C:11]([C:21]2[N:26]=[CH:25][N:24]=[C:23]([NH:27][C:28]3[CH:29]=[CH:30][C:31]([NH:34][C:40](=[O:41])[C:39]4[CH:43]=[CH:44][CH:45]=[C:37]([N:36]([CH3:35])[CH3:46])[CH:38]=4)=[CH:32][CH:33]=3)[CH:22]=2)=[CH:10][CH:9]=1, predict the reactants needed to synthesize it. The reactants are: FC(F)(F)C(O)=O.[CH:8]1[C:16]2[C:15]3[CH:17]=[CH:18][CH:19]=[CH:20][C:14]=3[O:13][C:12]=2[C:11]([C:21]2[N:26]=[CH:25][N:24]=[C:23]([NH:27][C:28]3[CH:33]=[CH:32][C:31]([NH2:34])=[CH:30][CH:29]=3)[CH:22]=2)=[CH:10][CH:9]=1.[CH3:35][N:36]([CH3:46])[C:37]1[CH:38]=[C:39]([CH:43]=[CH:44][CH:45]=1)[C:40](Cl)=[O:41]. (5) Given the product [Br:13][C:8]1[CH:9]=[CH:10][C:5]([O:4][CH2:3][O:2][CH3:1])=[CH:6][C:7]=1[CH2:11][OH:12], predict the reactants needed to synthesize it. The reactants are: [CH3:1][O:2][CH2:3][O:4][C:5]1[CH:6]=[C:7]([CH2:11][OH:12])[CH:8]=[CH:9][CH:10]=1.[Br:13]N1C(=O)CCC1=O. (6) Given the product [Cl:8][C:5]1[N:4]=[C:3]([NH:9][C@H:10]2[CH2:14][CH2:13][N:12]([C:15]([O:17][C:18]([CH3:21])([CH3:20])[CH3:19])=[O:16])[CH2:11]2)[C:2]([C:22]2[CH:27]=[CH:26][CH:25]=[CH:24][CH:23]=2)=[CH:7][N:6]=1, predict the reactants needed to synthesize it. The reactants are: Br[C:2]1[C:3]([NH:9][C@H:10]2[CH2:14][CH2:13][N:12]([C:15]([O:17][C:18]([CH3:21])([CH3:20])[CH3:19])=[O:16])[CH2:11]2)=[N:4][C:5]([Cl:8])=[N:6][CH:7]=1.[C:22]1(B(O)O)[CH:27]=[CH:26][CH:25]=[CH:24][CH:23]=1.C([O-])([O-])=O.[Na+].[Na+].O. (7) Given the product [Cl:1][C:2]1[CH:3]=[C:4]([CH:10]=[CH:11][C:12]=1[Cl:13])[CH2:5][N:6]1[CH2:30][CH2:29][O:9][CH:8]([CH2:17][N:18]2[C:26](=[O:27])[C:25]3[C:20](=[CH:21][CH:22]=[CH:23][CH:24]=3)[C:19]2=[O:28])[CH2:7]1, predict the reactants needed to synthesize it. The reactants are: [Cl:1][C:2]1[CH:3]=[C:4]([CH:10]=[CH:11][C:12]=1[Cl:13])[CH2:5][NH:6][CH2:7][CH2:8][OH:9].O1C[C@@H]1[CH2:17][N:18]1[C:26](=[O:27])[C:25]2[C:20](=[CH:21][CH:22]=[CH:23][CH:24]=2)[C:19]1=[O:28].[C:29]1(P(C2C=CC=CC=2)C2C=CC=CC=2)C=CC=C[CH:30]=1.CC(OC(/N=N/C(OC(C)C)=O)=O)C. (8) Given the product [CH3:13][CH2:14][CH2:15][CH:16]([NH:20][C:10]([C:8]1[CH:7]=[CH:6][C:5]2[O:1][CH:2]=[CH:3][C:4]=2[CH:9]=1)=[O:12])[CH2:17][CH2:18][CH3:19], predict the reactants needed to synthesize it. The reactants are: [O:1]1[C:5]2[CH:6]=[CH:7][C:8]([C:10]([OH:12])=O)=[CH:9][C:4]=2[CH:3]=[CH:2]1.[CH3:13][CH2:14][CH2:15][CH:16]([NH2:20])[CH2:17][CH2:18][CH3:19]. (9) Given the product [CH2:27]([O:29][CH:30]1[O:12][N:11]=[C:10]([C:9]2[C:5]([CH2:4][C:3]3[CH:23]=[CH:24][CH:25]=[CH:26][C:2]=3[F:1])=[N:6][N:7]([CH2:14][C:15]3[CH:20]=[CH:19][C:18]([O:21][CH3:22])=[CH:17][CH:16]=3)[CH:8]=2)[CH2:31]1)[CH3:28], predict the reactants needed to synthesize it. The reactants are: [F:1][C:2]1[CH:26]=[CH:25][CH:24]=[CH:23][C:3]=1[CH2:4][C:5]1[C:9]([C:10](Cl)=[N:11][OH:12])=[CH:8][N:7]([CH2:14][C:15]2[CH:20]=[CH:19][C:18]([O:21][CH3:22])=[CH:17][CH:16]=2)[N:6]=1.[CH:27]([O:29][CH2:30][CH3:31])=[CH2:28].C(=O)(O)[O-].[Na+].